This data is from Forward reaction prediction with 1.9M reactions from USPTO patents (1976-2016). The task is: Predict the product of the given reaction. (1) Given the reactants [F:1][C:2]([F:18])([F:17])[C:3]([NH:5][C@@H:6]([CH3:16])[C@H:7]([OH:15])[C:8]1[CH:13]=[CH:12][C:11]([OH:14])=[CH:10][CH:9]=1)=[O:4].[N+:19]([O-])([OH:21])=[O:20].C(OCC)(=O)C, predict the reaction product. The product is: [F:1][C:2]([F:17])([F:18])[C:3]([NH:5][C@@H:6]([CH3:16])[C@H:7]([OH:15])[C:8]1[CH:13]=[CH:12][C:11]([OH:14])=[C:10]([N+:19]([O-:21])=[O:20])[CH:9]=1)=[O:4]. (2) The product is: [Br:5][C:6]1[CH:7]=[C:8]([C:18]([F:20])([F:21])[F:19])[C:9]([NH:12][C:13](=[O:17])[O:14][CH2:15][CH3:16])=[C:10]([N+:1]([O-:4])=[O:2])[CH:11]=1. Given the reactants [N+:1]([O-:4])(O)=[O:2].[Br:5][C:6]1[CH:11]=[CH:10][C:9]([NH:12][C:13](=[O:17])[O:14][CH2:15][CH3:16])=[C:8]([C:18]([F:21])([F:20])[F:19])[CH:7]=1.C(O)(=O)C, predict the reaction product. (3) Given the reactants [CH2:1]([C:8]1[NH:16][C:15]2[C:14](=[O:17])[N:13]([CH2:18][CH2:19][CH3:20])[C:12](=[O:21])[N:11]([CH2:22][CH2:23][C:24]3[CH:29]=[CH:28][C:27]([N+:30]([O-:32])=[O:31])=[CH:26][CH:25]=3)[C:10]=2[N:9]=1)[C:2]1[CH:7]=[CH:6][CH:5]=[CH:4][CH:3]=1.C(=O)([O-])[O-].[Na+].[Na+].[CH2:39]([NH2:41])[CH3:40].Cl[CH2:43][CH2:44]Cl, predict the reaction product. The product is: [CH2:1]([C:8]1[N:16]([CH2:40][CH2:39][NH:41][CH2:43][CH3:44])[C:15]2[C:14](=[O:17])[N:13]([CH2:18][CH2:19][CH3:20])[C:12](=[O:21])[N:11]([CH2:22][CH2:23][C:24]3[CH:29]=[CH:28][C:27]([N+:30]([O-:32])=[O:31])=[CH:26][CH:25]=3)[C:10]=2[N:9]=1)[C:2]1[CH:7]=[CH:6][CH:5]=[CH:4][CH:3]=1. (4) Given the reactants [F:1][C:2]1[CH:3]=[CH:4][C:5]([NH:11][CH2:12][CH2:13][C:14]([F:17])([F:16])[F:15])=[C:6]([CH:10]=1)[C:7]([OH:9])=O.CCN=C=NCCCN(C)C.C1C=CC2N(O)N=NC=2C=1.CCN(C(C)C)C(C)C.[CH3:48][C:49]([NH2:53])([C:51]#[CH:52])[CH3:50], predict the reaction product. The product is: [F:1][C:2]1[CH:3]=[CH:4][C:5]([NH:11][CH2:12][CH2:13][C:14]([F:17])([F:16])[F:15])=[C:6]([CH:10]=1)[C:7]([NH:53][C:49]([CH3:50])([C:51]#[CH:52])[CH3:48])=[O:9]. (5) Given the reactants [OH:1][B:2]1[C:6]2[CH:7]=[CH:8][CH:9]=[CH:10][C:5]=2[CH:4]([CH2:11][NH:12][C:13](=[O:19])[CH2:14][CH2:15][CH:16]([CH3:18])[CH3:17])[O:3]1.[N+:20]([O-])([OH:22])=[O:21], predict the reaction product. The product is: [OH:1][B:2]1[C:6]2[CH:7]=[C:8]([N+:20]([O-:22])=[O:21])[CH:9]=[CH:10][C:5]=2[CH:4]([CH2:11][NH:12][C:13](=[O:19])[CH2:14][CH2:15][CH:16]([CH3:17])[CH3:18])[O:3]1. (6) Given the reactants [OH:1][CH:2]1[C:7]([C:8]([O:10][CH2:11][CH3:12])=[O:9])=[CH:6][CH2:5][O:4][CH2:3]1.C(OC=C)(=O)CCCCC.C1C(CCCCC(N)=O)SSC1, predict the reaction product. The product is: [OH:1][C@@H:2]1[C:7]([C:8]([O:10][CH2:11][CH3:12])=[O:9])=[CH:6][CH2:5][O:4][CH2:3]1.